Dataset: Full USPTO retrosynthesis dataset with 1.9M reactions from patents (1976-2016). Task: Predict the reactants needed to synthesize the given product. (1) The reactants are: Cl.[NH2:2][C@@H:3]1[CH2:8][CH2:7][CH2:6][CH2:5][C@H:4]1[CH2:9][OH:10].C(N(CC)CC)C.[Cl:18][C:19]1[CH:24]=[CH:23][C:22]([S:25](Cl)(=[O:27])=[O:26])=[CH:21][CH:20]=1. Given the product [Cl:18][C:19]1[CH:24]=[CH:23][C:22]([S:25]([NH:2][C@@H:3]2[CH2:8][CH2:7][CH2:6][CH2:5][C@H:4]2[CH2:9][OH:10])(=[O:27])=[O:26])=[CH:21][CH:20]=1, predict the reactants needed to synthesize it. (2) Given the product [NH2:1][CH2:4][C@H:5]1[O:10][C@@:9]2([C:18]3[C:13](=[CH:14][C:15]([Cl:28])=[C:16]([CH2:19][C:20]4[CH:21]=[CH:22][C:23]([CH2:26][CH3:27])=[CH:24][CH:25]=4)[CH:17]=3)[CH2:12][O:11]2)[C@H:8]([OH:29])[C@@H:7]([OH:30])[C@@H:6]1[OH:31], predict the reactants needed to synthesize it. The reactants are: [N:1]([CH2:4][C@H:5]1[O:10][C@@:9]2([C:18]3[C:13](=[CH:14][C:15]([Cl:28])=[C:16]([CH2:19][C:20]4[CH:25]=[CH:24][C:23]([CH2:26][CH3:27])=[CH:22][CH:21]=4)[CH:17]=3)[CH2:12][O:11]2)[C@H:8]([OH:29])[C@@H:7]([OH:30])[C@@H:6]1[OH:31])=[N+]=[N-].C1C=CC(P(C2C=CC=CC=2)C2C=CC=CC=2)=CC=1. (3) Given the product [CH3:1][O:2][C:3]([C:5]1[CH:6]=[N:7][C:8]([N:11]2[CH2:24][CH2:23][C:14]3[NH:15][C:16]4[CH:17]=[C:18]([C:37]5[CH:36]=[CH:35][CH:34]=[C:33]([CH:31]=[O:32])[CH:38]=5)[CH:19]=[CH:20][C:21]=4[C:13]=3[CH2:12]2)=[N:9][CH:10]=1)=[O:4], predict the reactants needed to synthesize it. The reactants are: [CH3:1][O:2][C:3]([C:5]1[CH:6]=[N:7][C:8]([N:11]2[CH2:24][CH2:23][C:14]3[NH:15][C:16]4[CH:17]=[C:18](Br)[CH:19]=[CH:20][C:21]=4[C:13]=3[CH2:12]2)=[N:9][CH:10]=1)=[O:4].C([O-])([O-])=O.[Cs+].[Cs+].[CH:31]([C:33]1[CH:34]=[C:35](B(O)O)[CH:36]=[CH:37][CH:38]=1)=[O:32]. (4) Given the product [CH3:24][O:23][C:22]1[C:3](=[O:2])[C:4]([CH3:29])=[C:5]([CH2:6][C:7]2[CH:8]=[CH:9][C:10]([O:16][C:17](=[O:19])[CH3:18])=[C:11]([CH:15]=2)[C:12]([OH:14])=[O:13])[C:20](=[O:27])[C:21]=1[O:25][CH3:26], predict the reactants needed to synthesize it. The reactants are: C[O:2][C:3]1[C:4]([CH3:29])=[C:5]([C:20]([O:27]C)=[C:21]([O:25][CH3:26])[C:22]=1[O:23][CH3:24])[CH2:6][C:7]1[CH:8]=[CH:9][C:10]([O:16][C:17](=[O:19])[CH3:18])=[C:11]([CH:15]=1)[C:12]([OH:14])=[O:13].O=[N+]([O-])[O-].[O-][N+](=O)[O-].[O-][N+](=O)[O-].[O-][N+](=O)[O-].[O-][N+](=O)[O-].[O-][N+](=O)[O-].[Ce+4].[NH4+].[NH4+].